This data is from Reaction yield outcomes from USPTO patents with 853,638 reactions. The task is: Predict the reaction yield, written as a fraction of the theoretical maximum amount of product (1.0 means a 100% yield; for example, 0.34 means a 34% yield). (1) The reactants are COP([CH2:7][C:8](=[O:16])[C:9]([F:15])([F:14])[CH2:10][CH2:11][CH2:12][CH3:13])(=O)OC.O.[OH-].[Li+].[C:20]([O:23][C@@H:24]1[C@H:28]([CH2:29]/[CH:30]=[CH:31]\[CH2:32][CH2:33][CH2:34][C:35]([O:37][CH3:38])=[O:36])[C@@H:27]([CH:39]=O)[C@H:26]([O:41][CH:42]2[CH2:47][CH2:46][CH2:45][CH2:44][O:43]2)[CH2:25]1)(=[O:22])[CH3:21]. The product is [C:20]([O:23][C@@H:24]1[C@H:28]([CH2:29]/[CH:30]=[CH:31]\[CH2:32][CH2:33][CH2:34][C:35]([O:37][CH3:38])=[O:36])[C@@H:27](/[CH:39]=[CH:7]/[C:8](=[O:16])[C:9]([F:14])([F:15])[CH2:10][CH2:11][CH2:12][CH3:13])[C@H:26]([O:41][CH:42]2[CH2:47][CH2:46][CH2:45][CH2:44][O:43]2)[CH2:25]1)(=[O:22])[CH3:21]. The yield is 0.862. The catalyst is COC(C)(C)C.O. (2) The catalyst is CO. The reactants are [CH3:1][O:2][Na].Cl.[Br:5][C:6]1[CH:7]=[C:8]2[C:13](=[CH:14][CH:15]=1)[N:12]=[C:11](Cl)[CH:10]=[C:9]2[C:17]1[CH:18]=[N:19][CH:20]=[CH:21][CH:22]=1.O. The yield is 0.230. The product is [Br:5][C:6]1[CH:7]=[C:8]2[C:13](=[CH:14][CH:15]=1)[N:12]=[C:11]([O:2][CH3:1])[CH:10]=[C:9]2[C:17]1[CH:18]=[N:19][CH:20]=[CH:21][CH:22]=1. (3) The reactants are Br[C:2]1[C:6]([C:7]#[N:8])=[C:5]([N:9]2[CH2:14][CH2:13][O:12][CH2:11][CH2:10]2)[S:4][C:3]=1[C:15]([O:17][CH3:18])=[O:16].B(O)(O)[C:20]1[CH:21]=[CH:22][C:23]([CH3:26])=[CH:24][CH:25]=1.C([O-])([O-])=O.[K+].[K+]. The catalyst is COCCOC.CCO.C1C=CC([P]([Pd]([P](C2C=CC=CC=2)(C2C=CC=CC=2)C2C=CC=CC=2)([P](C2C=CC=CC=2)(C2C=CC=CC=2)C2C=CC=CC=2)[P](C2C=CC=CC=2)(C2C=CC=CC=2)C2C=CC=CC=2)(C2C=CC=CC=2)C2C=CC=CC=2)=CC=1. The product is [C:7]([C:6]1[C:2]([C:20]2[CH:25]=[CH:24][C:23]([CH3:26])=[CH:22][CH:21]=2)=[C:3]([C:15]([O:17][CH3:18])=[O:16])[S:4][C:5]=1[N:9]1[CH2:14][CH2:13][O:12][CH2:11][CH2:10]1)#[N:8]. The yield is 0.830.